Dataset: Catalyst prediction with 721,799 reactions and 888 catalyst types from USPTO. Task: Predict which catalyst facilitates the given reaction. (1) Reactant: [CH3:1][C:2]1[N:3]=[C:4]2[S:21][CH:20]=[CH:19][N:5]2[C:6](=[O:18])[C:7]=1[C:8]1[CH:13]=[CH:12][C:11]([C:14]([F:17])([F:16])[F:15])=[CH:10][CH:9]=1.[CH2:22]([O:26][C:27]1[C:34]([O:35][CH3:36])=[CH:33][CH:32]=[CH:31][C:28]=1[CH:29]=O)[CH2:23][CH2:24][CH3:25].[O-]CC.[Na+]. Product: [CH2:22]([O:26][C:27]1[C:34]([O:35][CH3:36])=[CH:33][CH:32]=[CH:31][C:28]=1/[CH:29]=[CH:1]/[C:2]1[N:3]=[C:4]2[S:21][CH:20]=[CH:19][N:5]2[C:6](=[O:18])[C:7]=1[C:8]1[CH:13]=[CH:12][C:11]([C:14]([F:17])([F:15])[F:16])=[CH:10][CH:9]=1)[CH2:23][CH2:24][CH3:25]. The catalyst class is: 8. (2) Reactant: CS([C:5]1[N:10]=[CH:9][C:8]([C:11]([O:13][CH2:14][CH3:15])=[O:12])=[CH:7][N:6]=1)(=O)=O.Cl.[Br:17][C:18]1[CH:28]=[CH:27][C:26]([F:29])=[CH:25][C:19]=1[O:20][CH:21]1[CH2:24][NH:23][CH2:22]1.C(=O)([O-])[O-].[K+].[K+]. Product: [Br:17][C:18]1[CH:28]=[CH:27][C:26]([F:29])=[CH:25][C:19]=1[O:20][CH:21]1[CH2:24][N:23]([C:5]2[N:10]=[CH:9][C:8]([C:11]([O:13][CH2:14][CH3:15])=[O:12])=[CH:7][N:6]=2)[CH2:22]1. The catalyst class is: 38. (3) Reactant: CS[C:3]1[CH2:4][O:5][C:6]2[C:12]([CH2:13][CH:14]=[CH2:15])=[CH:11][CH:10]=[CH:9][C:7]=2[N:8]=1.[CH3:16][O:17][CH:18]([O:21][CH3:22])[CH2:19][NH2:20]. Product: [CH3:16][O:17][CH:18]([O:21][CH3:22])[CH2:19][NH:20][C:3]1[CH2:4][O:5][C:6]2[C:12]([CH2:13][CH:14]=[CH2:15])=[CH:11][CH:10]=[CH:9][C:7]=2[N:8]=1. The catalyst class is: 8. (4) Reactant: C([O:3][C:4](=[O:41])[CH2:5][C:6]1([C:9]2[CH:14]=[CH:13][C:12]([C:15]3[CH:20]=[CH:19][C:18]([C:21]4[O:25][N:24]=[C:23]([CH3:26])[C:22]=4[NH:27][CH:28]([C:30]4[O:34][N:33]=[C:32]([C:35]5[CH:40]=[CH:39][CH:38]=[CH:37][CH:36]=5)[CH:31]=4)[CH3:29])=[CH:17][CH:16]=3)=[CH:11][CH:10]=2)[CH2:8][CH2:7]1)C.CCO.[OH-].[Na+]. Product: [CH3:26][C:23]1[C:22]([NH:27][CH:28]([C:30]2[O:34][N:33]=[C:32]([C:35]3[CH:36]=[CH:37][CH:38]=[CH:39][CH:40]=3)[CH:31]=2)[CH3:29])=[C:21]([C:18]2[CH:19]=[CH:20][C:15]([C:12]3[CH:11]=[CH:10][C:9]([C:6]4([CH2:5][C:4]([OH:41])=[O:3])[CH2:7][CH2:8]4)=[CH:14][CH:13]=3)=[CH:16][CH:17]=2)[O:25][N:24]=1. The catalyst class is: 1.